The task is: Regression. Given a peptide amino acid sequence and an MHC pseudo amino acid sequence, predict their binding affinity value. This is MHC class II binding data.. This data is from Peptide-MHC class II binding affinity with 134,281 pairs from IEDB. (1) The peptide sequence is KKTLLDLLKLTVAVGLH. The MHC is HLA-DQA10201-DQB10301 with pseudo-sequence HLA-DQA10201-DQB10301. The binding affinity (normalized) is 0.413. (2) The peptide sequence is YDKFLANDSTVLTGK. The MHC is DRB1_0802 with pseudo-sequence DRB1_0802. The binding affinity (normalized) is 0.508. (3) The peptide sequence is FPQQPQQPYPEQP. The MHC is HLA-DQA10501-DQB10201 with pseudo-sequence HLA-DQA10501-DQB10201. The binding affinity (normalized) is 0. (4) The peptide sequence is SVRIRVRSGGHDYEG. The MHC is HLA-DQA10104-DQB10503 with pseudo-sequence HLA-DQA10104-DQB10503. The binding affinity (normalized) is 0.177. (5) The peptide sequence is SLYNTVATLYCVHQRIEV. The binding affinity (normalized) is 0.384. The MHC is DRB5_0101 with pseudo-sequence DRB5_0101. (6) The peptide sequence is FLDPASIAARGWAAH. The MHC is HLA-DQA10501-DQB10303 with pseudo-sequence HLA-DQA10501-DQB10303. The binding affinity (normalized) is 0.577. (7) The peptide sequence is SIYGAKFADENFIKK. The MHC is HLA-DPA10301-DPB10402 with pseudo-sequence HLA-DPA10301-DPB10402. The binding affinity (normalized) is 0.678.